Dataset: Forward reaction prediction with 1.9M reactions from USPTO patents (1976-2016). Task: Predict the product of the given reaction. Given the reactants [F:1][C:2]1[CH:3]=[C:4]([C:26](=O)[CH2:27][CH3:28])[CH:5]=[CH:6][C:7]=1[C:8]1[S:9][C:10]2[C:15]([N:16]=1)=[CH:14][CH:13]=[C:12]([C:17]1([C:20]3[CH:25]=[CH:24][CH:23]=[CH:22][CH:21]=3)[CH2:19][CH2:18]1)[N:11]=2.Cl.[NH:31]1[CH2:34][CH:33]([C:35]([O:37][CH3:38])=[O:36])[CH2:32]1, predict the reaction product. The product is: [F:1][C:2]1[CH:3]=[C:4]([CH:26]([N:31]2[CH2:34][CH:33]([C:35]([O:37][CH3:38])=[O:36])[CH2:32]2)[CH2:27][CH3:28])[CH:5]=[CH:6][C:7]=1[C:8]1[S:9][C:10]2[C:15]([N:16]=1)=[CH:14][CH:13]=[C:12]([C:17]1([C:20]3[CH:21]=[CH:22][CH:23]=[CH:24][CH:25]=3)[CH2:19][CH2:18]1)[N:11]=2.